From a dataset of Full USPTO retrosynthesis dataset with 1.9M reactions from patents (1976-2016). Predict the reactants needed to synthesize the given product. (1) Given the product [NH2:16][C:10]1[O:11][CH2:12][C:13]([F:14])([F:15])[C@:8]([C:6]2[CH:7]=[C:2]([NH:1][C:26]([C:24]3[N:25]=[C:21]([CH2:20][Cl:19])[O:22][CH:23]=3)=[O:27])[CH:3]=[CH:4][C:5]=2[F:18])([CH3:17])[N:9]=1, predict the reactants needed to synthesize it. The reactants are: [NH2:1][C:2]1[CH:3]=[CH:4][C:5]([F:18])=[C:6]([C@:8]2([CH3:17])[C:13]([F:15])([F:14])[CH2:12][O:11][C:10]([NH2:16])=[N:9]2)[CH:7]=1.[Cl:19][CH2:20][C:21]1[O:22][CH:23]=[C:24]([C:26](O)=[O:27])[N:25]=1. (2) Given the product [Cl:24][C:20]1[CH:19]=[C:18]([NH:17][C:16]([N:13]2[CH2:14][CH2:15][C:10]3[NH:9][N:8]=[C:7]([C:30]4[CH:31]=[CH:32][CH:33]=[CH:34][C:29]=4[F:28])[C:11]=3[CH2:12]2)=[O:25])[CH:23]=[CH:22][CH:21]=1, predict the reactants needed to synthesize it. The reactants are: FC(F)(F)S(O[C:7]1[C:11]2[CH2:12][N:13]([C:16](=[O:25])[NH:17][C:18]3[CH:23]=[CH:22][CH:21]=[C:20]([Cl:24])[CH:19]=3)[CH2:14][CH2:15][C:10]=2[NH:9][N:8]=1)(=O)=O.[F:28][C:29]1[CH:34]=[CH:33][CH:32]=[CH:31][C:30]=1B(O)O.[O-]P([O-])([O-])=O.[K+].[K+].[K+].O. (3) Given the product [CH2:1]([O:8][C:9]1[CH:18]=[C:13]([CH2:14][OH:15])[CH:12]=[N:11][C:10]=1[Cl:19])[C:2]1[CH:3]=[CH:4][CH:5]=[CH:6][CH:7]=1, predict the reactants needed to synthesize it. The reactants are: [CH2:1]([O:8][C:9]1[C:10]([Cl:19])=[N:11][CH:12]=[C:13]([CH:18]=1)[C:14](OC)=[O:15])[C:2]1[CH:7]=[CH:6][CH:5]=[CH:4][CH:3]=1.[BH4-].[Na+].O.